This data is from Reaction yield outcomes from USPTO patents with 853,638 reactions. The task is: Predict the reaction yield, written as a fraction of the theoretical maximum amount of product (1.0 means a 100% yield; for example, 0.34 means a 34% yield). The reactants are [Br:1][C:2]1[C:3]([CH3:10])=[C:4]([CH2:8][NH2:9])[CH:5]=[CH:6][CH:7]=1.C(=O)([O-])[O-].[Na+].[Na+].[CH3:17][C:18]([O:21][C:22](O[C:22]([O:21][C:18]([CH3:20])([CH3:19])[CH3:17])=[O:23])=[O:23])([CH3:20])[CH3:19]. The catalyst is C(Cl)Cl. The product is [Br:1][C:2]1[C:3]([CH3:10])=[C:4]([CH2:8][NH:9][C:22](=[O:23])[O:21][C:18]([CH3:20])([CH3:19])[CH3:17])[CH:5]=[CH:6][CH:7]=1. The yield is 0.350.